Predict which catalyst facilitates the given reaction. From a dataset of Catalyst prediction with 721,799 reactions and 888 catalyst types from USPTO. (1) Reactant: [CH3:1][C@H:2]1[O:7][C@@H:6]([O:8][C@H:9]2[C@@H:14]([OH:15])[CH2:13][C@H:12]([O:16][C@H:17]3[C@@H:22]([OH:23])[CH2:21][C@H:20]([O:24][C@@H:25]4[CH2:30][C@H:29]5[CH2:31][CH2:32][C@H:33]6[C@@:38]7([OH:48])[CH2:39][CH2:40][C@H:41]([C:42]8[CH2:47][O:46][C:44](=[O:45])[CH:43]=8)[C@@:37]7([CH3:49])[C@H:36]([OH:50])[CH2:35][C@@H:34]6[C@@:28]5([CH3:51])[CH2:27][CH2:26]4)[O:19][C@@H:18]3[CH3:52])[O:11][C@@H:10]2[CH3:53])[CH2:5][C@H:4]([OH:54])[C@@H:3]1[OH:55].I([O-])(=O)(=O)=O.[Na+].O. Product: [CH3:52][C@H:18]1[O:19][C@@H:20]([O:24][C@@H:25]2[CH2:30][C@H:29]3[CH2:31][CH2:32][C@H:33]4[C@@:38]5([OH:48])[CH2:39][CH2:40][C@H:41]([C:42]6[CH2:47][O:46][C:44](=[O:45])[CH:43]=6)[C@@:37]5([CH3:49])[C@H:36]([OH:50])[CH2:35][C@@H:34]4[C@@:28]3([CH3:51])[CH2:27][CH2:26]2)[CH2:21][C@H:22]([OH:23])[C@@H:17]1[O:16][C@@H:12]1[O:11][C@H:10]([CH3:53])[C@@H:9]([O:8][CH:6]([O:7][CH:2]([CH:3]=[O:55])[CH3:1])[CH2:5][CH:4]=[O:54])[C@@H:14]([OH:15])[CH2:13]1. The catalyst class is: 147. (2) Reactant: [OH-].[Na+].[Br:3][C:4]1[CH:5]=[CH:6][C:7]([NH:20][C:21](=O)[C:22]2[CH:27]=[CH:26][CH:25]=[C:24]([Cl:28])[CH:23]=2)=[C:8]([CH:19]=1)[C:9]([NH:11][CH2:12][C:13]([NH:15][CH:16]([CH3:18])[CH3:17])=[O:14])=[O:10]. Product: [Br:3][C:4]1[CH:19]=[C:8]2[C:7](=[CH:6][CH:5]=1)[N:20]=[C:21]([C:22]1[CH:27]=[CH:26][CH:25]=[C:24]([Cl:28])[CH:23]=1)[N:11]([CH2:12][C:13]([NH:15][CH:16]([CH3:18])[CH3:17])=[O:14])[C:9]2=[O:10]. The catalyst class is: 5. (3) Reactant: [N:1]1[CH:6]=[CH:5][CH:4]=[CH:3][C:2]=1[CH:7]=O.[C:9]([O:13][C:14](=[O:23])[N:15]([CH3:22])[CH:16]1[CH2:21][CH2:20][NH:19][CH2:18][CH2:17]1)([CH3:12])([CH3:11])[CH3:10].C(O[BH-](OC(=O)C)OC(=O)C)(=O)C.[Na+].CO. Product: [C:9]([O:13][C:14](=[O:23])[N:15]([CH3:22])[CH:16]1[CH2:21][CH2:20][N:19]([CH2:7][C:2]2[CH:3]=[CH:4][CH:5]=[CH:6][N:1]=2)[CH2:18][CH2:17]1)([CH3:12])([CH3:11])[CH3:10]. The catalyst class is: 1. (4) Reactant: [F:1][C:2]([F:13])([F:12])[C:3]([C:5]1[CH:10]=[CH:9][C:8](F)=[CH:7][CH:6]=1)=[O:4].CCN(C(C)C)C(C)C.Cl.[S:24]1[CH:28]=[CH:27][CH:26]=[C:25]1[S:29]([N:32]1[CH2:37][CH2:36][NH:35][CH2:34][CH2:33]1)(=[O:31])=[O:30]. Product: [F:1][C:2]([F:13])([F:12])[C:3]([C:5]1[CH:10]=[CH:9][C:8]([N:35]2[CH2:36][CH2:37][N:32]([S:29]([C:25]3[S:24][CH:28]=[CH:27][CH:26]=3)(=[O:31])=[O:30])[CH2:33][CH2:34]2)=[CH:7][CH:6]=1)=[O:4]. The catalyst class is: 10. (5) Reactant: [Cl:1][C:2]1[N:7]([CH2:8][CH2:9][O:10][C:11](=[O:13])[CH3:12])[C:6](=[O:14])[C:5]([NH:15][CH2:16][CH2:17][CH:18]2[CH2:23][CH2:22][CH2:21][CH2:20][NH:19]2)=[N:4][CH:3]=1.C=O.[C:26](O[BH-](OC(=O)C)OC(=O)C)(=O)C.[Na+].CO. Product: [Cl:1][C:2]1[N:7]([CH2:8][CH2:9][O:10][C:11](=[O:13])[CH3:12])[C:6](=[O:14])[C:5]([NH:15][CH2:16][CH2:17][CH:18]2[CH2:23][CH2:22][CH2:21][CH2:20][N:19]2[CH3:26])=[N:4][CH:3]=1. The catalyst class is: 701. (6) Reactant: Cl[C:2]1[C:7]([NH2:8])=[CH:6][CH:5]=[C:4]([Cl:9])[N:3]=1.[CH:10]([N:13]=[C:14]=[S:15])([CH3:12])[CH3:11].[H-].[Na+].CCOCC. Product: [Cl:9][C:4]1[N:3]=[C:2]2[S:15][C:14]([NH:13][CH:10]([CH3:12])[CH3:11])=[N:8][C:7]2=[CH:6][CH:5]=1. The catalyst class is: 3.